This data is from Peptide-MHC class II binding affinity with 134,281 pairs from IEDB. The task is: Regression. Given a peptide amino acid sequence and an MHC pseudo amino acid sequence, predict their binding affinity value. This is MHC class II binding data. (1) The peptide sequence is LKLREVYTQLCDHRL. The MHC is DRB4_0101 with pseudo-sequence DRB4_0103. The binding affinity (normalized) is 0.374. (2) The peptide sequence is QTYYLSMEYLQGRAL. The MHC is DRB1_1501 with pseudo-sequence DRB1_1501. The binding affinity (normalized) is 0.629. (3) The peptide sequence is FFIQSFTMSTALKRL. The MHC is DRB1_1101 with pseudo-sequence DRB1_1101. The binding affinity (normalized) is 0.584. (4) The peptide sequence is TFTMRLLSPVRVPNY. The MHC is DRB5_0101 with pseudo-sequence DRB5_0101. The binding affinity (normalized) is 0.444. (5) The peptide sequence is VDIMVRDGQLTIKAE. The MHC is DRB1_0405 with pseudo-sequence DRB1_0405. The binding affinity (normalized) is 0.185. (6) The peptide sequence is MRKPQQGASGVVRVW. The MHC is H-2-IAd with pseudo-sequence H-2-IAd. The binding affinity (normalized) is 0.128. (7) The binding affinity (normalized) is 0. The peptide sequence is EMPSEEGYQDYEPEA. The MHC is DRB5_0101 with pseudo-sequence DRB5_0101.